This data is from Reaction yield outcomes from USPTO patents with 853,638 reactions. The task is: Predict the reaction yield, written as a fraction of the theoretical maximum amount of product (1.0 means a 100% yield; for example, 0.34 means a 34% yield). (1) The reactants are [CH2:1]([O:3][C:4](=[O:25])[C:5]1[CH:10]=[C:9]([N:11]2[C:15]([CH3:16])=[CH:14][CH:13]=[C:12]2[C:17]2[CH:22]=[C:21]([Br:23])[CH:20]=[CH:19][C:18]=2[OH:24])[CH:8]=[N:7][CH:6]=1)[CH3:2].[Cl:26][C:27]1[CH:34]=[CH:33][C:30]([CH2:31]Br)=[CH:29][CH:28]=1.C(=O)([O-])[O-].[K+].[K+]. The catalyst is CN(C=O)C.CCOC(C)=O.O. The product is [CH2:1]([O:3][C:4](=[O:25])[C:5]1[CH:10]=[C:9]([N:11]2[C:15]([CH3:16])=[CH:14][CH:13]=[C:12]2[C:17]2[CH:22]=[C:21]([Br:23])[CH:20]=[CH:19][C:18]=2[O:24][CH2:31][C:30]2[CH:33]=[CH:34][C:27]([Cl:26])=[CH:28][CH:29]=2)[CH:8]=[N:7][CH:6]=1)[CH3:2]. The yield is 1.00. (2) The reactants are CCN(C(C)C)C(C)C.[F:10][C:11]([F:23])([F:22])[O:12][C:13]1[CH:21]=[CH:20][CH:19]=[CH:18][C:14]=1[C:15]([OH:17])=O.C1C=CC2N(O)N=NC=2C=1.CCN=C=NCCCN(C)C.Cl.[O:46]=[C:47]([N:64]1[CH2:69][CH2:68][NH:67][CH2:66][CH2:65]1)[CH2:48][NH:49][C:50]([C:52]1[CH:57]=[CH:56][C:55]([C:58]2[CH:63]=[CH:62][CH:61]=[CH:60][CH:59]=2)=[CH:54][CH:53]=1)=[O:51]. The catalyst is CN(C=O)C.O. The product is [O:46]=[C:47]([N:64]1[CH2:69][CH2:68][N:67]([C:15](=[O:17])[C:14]2[CH:18]=[CH:19][CH:20]=[CH:21][C:13]=2[O:12][C:11]([F:10])([F:23])[F:22])[CH2:66][CH2:65]1)[CH2:48][NH:49][C:50]([C:52]1[CH:53]=[CH:54][C:55]([C:58]2[CH:63]=[CH:62][CH:61]=[CH:60][CH:59]=2)=[CH:56][CH:57]=1)=[O:51]. The yield is 0.341. (3) The reactants are [O:1]=[C:2]1[N:6]([C:7]2[CH:12]=[CH:11][CH:10]=[CH:9][CH:8]=2)[CH2:5][C:4]2([CH2:17][CH2:16][CH:15]([C:18](OCC)=[O:19])[CH2:14][CH2:13]2)[O:3]1.[H-].[H-].[H-].[H-].[Li+].[Al+3]. The product is [OH:19][CH2:18][CH:15]1[CH2:16][CH2:17][C:4]2([O:3][C:2](=[O:1])[N:6]([C:7]3[CH:12]=[CH:11][CH:10]=[CH:9][CH:8]=3)[CH2:5]2)[CH2:13][CH2:14]1. The catalyst is C1COCC1.CCOCC. The yield is 0.765.